From a dataset of Catalyst prediction with 721,799 reactions and 888 catalyst types from USPTO. Predict which catalyst facilitates the given reaction. (1) Reactant: [OH:1][C@@H:2]1[CH2:7][CH2:6][CH2:5][CH2:4][C@H:3]1[N:8]1[CH2:13][CH2:12][C:11](=[O:14])[CH2:10][CH2:9]1.[O:15]1C2(CCNCC2)O[CH2:17][CH2:16]1.C12OC1CCCC2. Product: [O:15]1[C:11]2([CH2:12][CH2:13][N:8]([C@@H:3]3[CH2:4][CH2:5][CH2:6][CH2:7][C@H:2]3[OH:1])[CH2:9][CH2:10]2)[O:14][CH2:17][CH2:16]1. The catalyst class is: 8. (2) Reactant: C(OC(=O)[NH:7][C:8]1[CH:13]=[CH:12][C:11]([C:14]2[CH:19]=[CH:18][CH:17]=[CH:16][C:15]=2[O:20][C:21]([F:24])([F:23])[F:22])=[CH:10][C:9]=1[NH:25][C:26](OC(C)(C)C)=O)(C)(C)C.C(O)(C(F)(F)F)=O.COC(=N)[C:44]([Cl:47])([Cl:46])[Cl:45]. Product: [Cl:45][C:44]([Cl:47])([Cl:46])[C:26]1[NH:7][C:8]2[CH:13]=[CH:12][C:11]([C:14]3[CH:19]=[CH:18][CH:17]=[CH:16][C:15]=3[O:20][C:21]([F:23])([F:24])[F:22])=[CH:10][C:9]=2[N:25]=1. The catalyst class is: 2. (3) Reactant: [F:1][C:2]1[CH:7]=[C:6]([C:8]2[N:13]=[C:12]3[N:14]([CH2:17][C:18]4[CH:19]=[C:20]5[C:25](=[CH:26][CH:27]=4)[N:24]=[CH:23][CH:22]=[CH:21]5)[N:15]=[N:16][C:11]3=[CH:10][CH:9]=2)[CH:5]=[CH:4][C:3]=1[CH2:28][OH:29].CCOCC.[ClH:35]. Product: [ClH:35].[F:1][C:2]1[CH:7]=[C:6]([C:8]2[N:13]=[C:12]3[N:14]([CH2:17][C:18]4[CH:19]=[C:20]5[C:25](=[CH:26][CH:27]=4)[N:24]=[CH:23][CH:22]=[CH:21]5)[N:15]=[N:16][C:11]3=[CH:10][CH:9]=2)[CH:5]=[CH:4][C:3]=1[CH2:28][OH:29]. The catalyst class is: 36. (4) Reactant: [Cl:1][C:2]1[CH:3]=[C:4]([NH:10][C:11]2[CH:20]=[CH:19][C:14]([C:15](OC)=[O:16])=[CH:13][N:12]=2)[C:5](=[O:9])[N:6]([CH3:8])[N:7]=1.CC(C[AlH]CC(C)C)C. Product: [Cl:1][C:2]1[CH:3]=[C:4]([NH:10][C:11]2[CH:20]=[CH:19][C:14]([CH2:15][OH:16])=[CH:13][N:12]=2)[C:5](=[O:9])[N:6]([CH3:8])[N:7]=1. The catalyst class is: 2. (5) Reactant: Cl[C:2]1[N:7]=[C:6]([O:8][C:9]2[C:18]3[C:13](=[CH:14][CH:15]=[CH:16][CH:17]=3)[C:12]([NH2:19])=[CH:11][CH:10]=2)[CH:5]=[CH:4][N:3]=1.[NH2:20][C:21]1[CH:26]=[CH:25][CH:24]=[CH:23][CH:22]=1. Product: [NH2:19][C:12]1[C:13]2[C:18](=[CH:17][CH:16]=[CH:15][CH:14]=2)[C:9]([O:8][C:6]2[CH:5]=[CH:4][N:3]=[C:2]([NH:20][C:21]3[CH:26]=[CH:25][CH:24]=[CH:23][CH:22]=3)[N:7]=2)=[CH:10][CH:11]=1. The catalyst class is: 1.